This data is from Catalyst prediction with 721,799 reactions and 888 catalyst types from USPTO. The task is: Predict which catalyst facilitates the given reaction. (1) Reactant: [Cl:1][C:2]1[CH:3]=[C:4]([NH:9][C:10]2[N:15]=[C:14]([N:16]3[C:20]([CH3:21])=[CH:19][C:18]([C:22]([F:25])([F:24])[F:23])=[N:17]3)[C:13]([C:26]3[CH:27]=[N:28][C:29]([O:36][CH2:37][CH2:38][O:39][CH3:40])=[C:30]([CH:35]=3)[C:31]([O:33]C)=[O:32])=[CH:12][N:11]=2)[CH:5]=[CH:6][C:7]=1[F:8].[OH-].[Na+].Cl. Product: [Cl:1][C:2]1[CH:3]=[C:4]([NH:9][C:10]2[N:15]=[C:14]([N:16]3[C:20]([CH3:21])=[CH:19][C:18]([C:22]([F:25])([F:24])[F:23])=[N:17]3)[C:13]([C:26]3[CH:27]=[N:28][C:29]([O:36][CH2:37][CH2:38][O:39][CH3:40])=[C:30]([CH:35]=3)[C:31]([OH:33])=[O:32])=[CH:12][N:11]=2)[CH:5]=[CH:6][C:7]=1[F:8]. The catalyst class is: 523. (2) Reactant: [NH2:1][C:2]1[CH:7]=[C:6]([Cl:8])[CH:5]=[CH:4][C:3]=1[SH:9].Cl[CH2:11][C:12]1[N:13]=[CH:14][N:15]([CH2:17][CH2:18][CH3:19])[CH:16]=1.C([O-])([O-])=O.[K+].[K+]. Product: [Cl:8][C:6]1[CH:5]=[CH:4][C:3]([S:9][CH2:11][C:12]2[N:13]=[CH:14][N:15]([CH2:17][CH2:18][CH3:19])[CH:16]=2)=[C:2]([CH:7]=1)[NH2:1]. The catalyst class is: 3. (3) Reactant: [C:1]([NH:4][C:5]1[CH:14]=[CH:13][C:12]([N:15]2[CH2:20][CH2:19][C@H:18]([NH:21]C(OCC3C=CC=CC=3)=O)[C@H:17]([O:32][CH3:33])[CH2:16]2)=[CH:11][C:6]=1[C:7]([O:9][CH3:10])=[O:8])(=[O:3])[CH3:2].[H][H]. Product: [C:1]([NH:4][C:5]1[CH:14]=[CH:13][C:12]([N:15]2[CH2:20][CH2:19][C@H:18]([NH2:21])[C@H:17]([O:32][CH3:33])[CH2:16]2)=[CH:11][C:6]=1[C:7]([O:9][CH3:10])=[O:8])(=[O:3])[CH3:2]. The catalyst class is: 178.